From a dataset of Catalyst prediction with 721,799 reactions and 888 catalyst types from USPTO. Predict which catalyst facilitates the given reaction. (1) Reactant: [Cl:1][C:2]1[N:6]2[CH:7]=[C:8]([C:15]3[CH:16]=[N:17][NH:18][CH:19]=3)[CH:9]=[C:10]([C:11]([F:14])([F:13])[F:12])[C:5]2=[N:4][C:3]=1[C:20]([OH:22])=O.[CH3:23][C:24]1([CH3:36])[CH2:28][O:27][C:26](=[O:29])[N:25]1[CH:30]1[CH2:35][CH2:34][NH:33][CH2:32][CH2:31]1.OC1C2N=NNC=2C=CC=1. Product: [Cl:1][C:2]1[N:6]2[CH:7]=[C:8]([C:15]3[CH:19]=[N:18][NH:17][CH:16]=3)[CH:9]=[C:10]([C:11]([F:14])([F:12])[F:13])[C:5]2=[N:4][C:3]=1[C:20]([N:33]1[CH2:32][CH2:31][CH:30]([N:25]2[C:24]([CH3:23])([CH3:36])[CH2:28][O:27][C:26]2=[O:29])[CH2:35][CH2:34]1)=[O:22]. The catalyst class is: 85. (2) Reactant: [C:1](Cl)(=O)[C:2]([Cl:4])=[O:3].[CH3:7][O:8][C:9]1[CH:14]=[CH:13][C:12]([C:15]2[C:20]([CH3:21])=[C:19]([C:22]([F:25])([F:24])[F:23])[N:18]3[N:26]=[CH:27]C(C(O)=O)=[C:17]3[N:16]=2)=[CH:11][CH:10]=1. Product: [CH3:7][O:8][C:9]1[CH:10]=[CH:11][C:12]([C:15]2[C:20]([CH3:21])=[C:19]([C:22]([F:25])([F:23])[F:24])[N:18]3[N:26]=[CH:27][C:1]([C:2]([Cl:4])=[O:3])=[C:17]3[N:16]=2)=[CH:13][CH:14]=1. The catalyst class is: 85.